This data is from Buchwald-Hartwig C-N cross coupling reaction yields with 55,370 reactions. The task is: Predict the reaction yield, written as a fraction of the theoretical maximum amount of product (1.0 means a 100% yield; for example, 0.34 means a 34% yield). (1) The reactants are COc1ccc(I)cc1.Cc1ccc(N)cc1.O=S(=O)(O[Pd]1c2ccccc2-c2ccccc2N~1)C(F)(F)F.COc1ccc(OC)c(P([C@]23C[C@H]4C[C@H](C[C@H](C4)C2)C3)[C@]23C[C@H]4C[C@H](C[C@H](C4)C2)C3)c1-c1c(C(C)C)cc(C(C)C)cc1C(C)C.CCN=P(N=P(N(C)C)(N(C)C)N(C)C)(N(C)C)N(C)C.CCOC(=O)c1cc(OC)no1. No catalyst specified. The product is COc1ccc(Nc2ccc(C)cc2)cc1. The yield is 0.480. (2) The reactants are FC(F)(F)c1ccc(I)cc1.Cc1ccc(N)cc1.O=S(=O)(O[Pd]1c2ccccc2-c2ccccc2N~1)C(F)(F)F.COc1ccc(OC)c(P(C(C)(C)C)C(C)(C)C)c1-c1c(C(C)C)cc(C(C)C)cc1C(C)C.CN(C)C(=NC(C)(C)C)N(C)C.Cc1ccno1. No catalyst specified. The product is Cc1ccc(Nc2ccc(C(F)(F)F)cc2)cc1. The yield is 0.356.